Dataset: Full USPTO retrosynthesis dataset with 1.9M reactions from patents (1976-2016). Task: Predict the reactants needed to synthesize the given product. (1) Given the product [NH2:1][C:2]1[N:7]2[CH:8]=[C:9]([CH2:11][CH3:12])[N:10]=[C:6]2[C:5]([C:13]([NH:15][CH2:16][CH:17]2[CH2:22][CH2:21][N:20]([CH2:25][CH2:26][C:27]([N:29]3[CH2:34][CH2:33][O:32][CH2:31][CH2:30]3)=[O:28])[CH2:19][CH2:18]2)=[O:14])=[CH:4][C:3]=1[Cl:23], predict the reactants needed to synthesize it. The reactants are: [NH2:1][C:2]1[N:7]2[CH:8]=[C:9]([CH2:11][CH3:12])[N:10]=[C:6]2[C:5]([C:13]([NH:15][CH2:16][CH:17]2[CH2:22][CH2:21][NH:20][CH2:19][CH2:18]2)=[O:14])=[CH:4][C:3]=1[Cl:23].Cl[CH2:25][CH2:26][C:27]([N:29]1[CH2:34][CH2:33][O:32][CH2:31][CH2:30]1)=[O:28].C(=O)([O-])[O-].[K+].[K+].[I-].[Na+]. (2) Given the product [C:62]([O:65][C:66]([N:68]1[CH2:73][CH2:72][CH:71]([NH:74][C:25](=[O:26])[C:24]2[CH:28]=[CH:29][C:21]([NH:20][C:18]3[N:17]=[CH:16][C:7]4[N:8]([CH3:15])[C:9](=[O:14])[C:10]([F:12])([F:13])[CH2:11][N:5]([CH:1]5[CH2:4][CH2:3][CH2:2]5)[C:6]=4[N:19]=3)=[CH:22][CH:23]=2)[CH2:70][CH2:69]1)=[O:67])([CH3:61])([CH3:63])[CH3:64], predict the reactants needed to synthesize it. The reactants are: [CH:1]1([N:5]2[CH2:11][C:10]([F:13])([F:12])[C:9](=[O:14])[N:8]([CH3:15])[C:7]3[CH:16]=[N:17][C:18]([NH:20][C:21]4[CH:29]=[CH:28][C:24]([C:25](O)=[O:26])=[CH:23][CH:22]=4)=[N:19][C:6]2=3)[CH2:4][CH2:3][CH2:2]1.C(N(CC)CC)C.F[P-](F)(F)(F)(F)F.CN(C(N(C)C)=[N+]1C2C(=NC=CC=2)[N+]([O-])=N1)C.[CH3:61][C:62]([O:65][C:66]([N:68]1[CH2:73][CH2:72][CH:71]([NH2:74])[CH2:70][CH2:69]1)=[O:67])([CH3:64])[CH3:63]. (3) The reactants are: C([N:8]1[CH2:13][CH2:12][CH:11]([NH:14][C:15]2[CH:20]=[CH:19][C:18]([C:21]([F:24])([F:23])[F:22])=[CH:17][N:16]=2)[CH2:10][CH2:9]1)C1C=CC=CC=1.C(N(C(C)C)CC)(C)C.ClC(OC(Cl)C)=O. Given the product [NH:8]1[CH2:9][CH2:10][CH:11]([NH:14][C:15]2[CH:20]=[CH:19][C:18]([C:21]([F:23])([F:22])[F:24])=[CH:17][N:16]=2)[CH2:12][CH2:13]1, predict the reactants needed to synthesize it. (4) Given the product [CH3:1][C:2]1[C:3](=[O:9])[N:4]=[C:5]([S:8][CH3:12])[NH:6][CH:7]=1, predict the reactants needed to synthesize it. The reactants are: [CH3:1][C:2]1[C:3](=[O:9])[NH:4][C:5](=[S:8])[NH:6][CH:7]=1.[OH-].[K+].[CH3:12]I. (5) Given the product [CH3:1][S:2][C:3]1[CH:10]=[CH:9][CH:8]=[CH:7][C:4]=1[CH2:5][OH:6], predict the reactants needed to synthesize it. The reactants are: [CH3:1][S:2][C:3]1[CH:10]=[CH:9][CH:8]=[CH:7][C:4]=1[CH:5]=[O:6].[BH4-].[Na+]. (6) Given the product [Cl:11][C:7]1[CH:6]=[C:5]([C:3]2[N:26]3[C:25](=[N:23][N:24]=[C:28]3[SH:29])[S:27][C:2]=2[CH2:12][C:13]2[CH:18]=[CH:17][C:16]([O:19][CH3:20])=[C:15]([O:21][CH3:22])[CH:14]=2)[CH:10]=[CH:9][CH:8]=1, predict the reactants needed to synthesize it. The reactants are: Br[CH:2]([CH2:12][C:13]1[CH:18]=[CH:17][C:16]([O:19][CH3:20])=[C:15]([O:21][CH3:22])[CH:14]=1)[C:3]([C:5]1[CH:10]=[CH:9][CH:8]=[C:7]([Cl:11])[CH:6]=1)=O.[NH:23]([C:25](=[S:27])[NH2:26])[NH2:24].[C:28](=S)=[S:29]. (7) Given the product [CH:1]1([CH2:7][C@H:8]([NH:15][C:16](=[O:22])[O:17][C:18]([CH3:19])([CH3:20])[CH3:21])[C:9](=[O:10])[CH2:23][CH3:24])[CH2:2][CH2:3][CH2:4][CH2:5][CH2:6]1, predict the reactants needed to synthesize it. The reactants are: [CH:1]1([CH2:7][C@H:8]([NH:15][C:16](=[O:22])[O:17][C:18]([CH3:21])([CH3:20])[CH3:19])[C:9](N(OC)C)=[O:10])[CH2:6][CH2:5][CH2:4][CH2:3][CH2:2]1.[CH3:23][CH2:24][Mg+].[Br-]. (8) Given the product [CH2:31]([O:30][C:28]([N:14]1[CH2:15][CH2:16][C:7]2=[CH:6][CH:5]=[C:4]3[C:9]([C:10](=[O:11])[C:2]([F:1])([F:17])[CH2:3]3)=[C:8]2[CH2:12][CH2:13]1)=[O:29])[C:32]1[CH:37]=[CH:36][CH:35]=[CH:34][CH:33]=1, predict the reactants needed to synthesize it. The reactants are: [F:1][C:2]1([F:17])[C:10](=[O:11])[C:9]2[C:8]3[CH2:12][CH2:13][NH:14][CH2:15][CH2:16][C:7]=3[CH:6]=[CH:5][C:4]=2[CH2:3]1.CCN(C(C)C)C(C)C.Cl[C:28]([O:30][CH2:31][C:32]1[CH:37]=[CH:36][CH:35]=[CH:34][CH:33]=1)=[O:29]. (9) Given the product [CH3:39][C:38]([CH3:41])([CH3:40])[CH2:37][NH:36][S:33]([C:29]1[CH:28]=[C:27]([NH:26][C:12]([C:11]2[CH:10]=[N:9][N:8]3[C:3]([CH:2]([F:25])[F:1])=[CH:4][C:5]([C:15]4[CH:20]=[CH:19][C:18]([C:21]([F:24])([F:23])[F:22])=[CH:17][CH:16]=4)=[N:6][C:7]=23)=[O:13])[CH:32]=[CH:31][CH:30]=1)(=[O:35])=[O:34], predict the reactants needed to synthesize it. The reactants are: [F:1][CH:2]([F:25])[C:3]1[N:8]2[N:9]=[CH:10][C:11]([C:12](O)=[O:13])=[C:7]2[N:6]=[C:5]([C:15]2[CH:20]=[CH:19][C:18]([C:21]([F:24])([F:23])[F:22])=[CH:17][CH:16]=2)[CH:4]=1.[NH2:26][C:27]1[CH:28]=[C:29]([S:33]([NH:36][CH2:37][C:38]([CH3:41])([CH3:40])[CH3:39])(=[O:35])=[O:34])[CH:30]=[CH:31][CH:32]=1. (10) Given the product [CH3:22][C:21]1[C:16]([N:13]2[CH2:14][CH2:15][N:10]([C:8]([C:5]3[CH:4]=[CH:3][C:2]([N:31]4[CH:27]([CH:24]([CH3:25])[CH3:26])[C:28](=[O:34])[N:29]([CH3:33])[C:30]4=[O:32])=[N:7][CH:6]=3)=[O:9])[CH2:11][CH2:12]2)=[N:17][CH:18]=[C:19]([CH3:23])[CH:20]=1, predict the reactants needed to synthesize it. The reactants are: Br[C:2]1[N:7]=[CH:6][C:5]([C:8]([N:10]2[CH2:15][CH2:14][N:13]([C:16]3[C:21]([CH3:22])=[CH:20][C:19]([CH3:23])=[CH:18][N:17]=3)[CH2:12][CH2:11]2)=[O:9])=[CH:4][CH:3]=1.[CH:24]([CH:27]1[NH:31][C:30](=[O:32])[N:29]([CH3:33])[C:28]1=[O:34])([CH3:26])[CH3:25].